This data is from Full USPTO retrosynthesis dataset with 1.9M reactions from patents (1976-2016). The task is: Predict the reactants needed to synthesize the given product. Given the product [N:17]1[CH:18]=[CH:19][CH:20]=[C:15]([S:14][CH2:13][C:10]2[CH:11]=[CH:12][C:7]([C:6]([NH:5][C@H:4]([C:3]([OH:32])=[O:2])[CH2:28][CH2:29][S:30][CH3:31])=[O:27])=[C:8]([C:21]3[CH:22]=[CH:23][CH:24]=[CH:25][CH:26]=3)[CH:9]=2)[CH:16]=1, predict the reactants needed to synthesize it. The reactants are: C[O:2][C:3](=[O:32])[C@H:4]([CH2:28][CH2:29][S:30][CH3:31])[NH:5][C:6](=[O:27])[C:7]1[CH:12]=[CH:11][C:10]([CH2:13][S:14][C:15]2[CH:16]=[N:17][CH:18]=[CH:19][CH:20]=2)=[CH:9][C:8]=1[C:21]1[CH:26]=[CH:25][CH:24]=[CH:23][CH:22]=1.